Dataset: Reaction yield outcomes from USPTO patents with 853,638 reactions. Task: Predict the reaction yield, written as a fraction of the theoretical maximum amount of product (1.0 means a 100% yield; for example, 0.34 means a 34% yield). (1) No catalyst specified. The reactants are [Cl:1][C:2]1[CH:7]=[C:6]([Cl:8])[CH:5]=[CH:4][C:3]=1[C:9]1[N:10]=[C:11](/[CH:18]=[CH:19]/[C:20]2[CH:25]=[CH:24][C:23]([C:26]3[CH:31]=[CH:30][C:29]([O:32][CH3:33])=[CH:28][CH:27]=3)=[CH:22][CH:21]=2)[N:12]([CH2:14][C:15](O)=[O:16])[CH:13]=1.[CH3:34][O:35][C:36]1[CH:44]=[CH:43][C:39]([CH2:40][CH2:41][NH2:42])=[CH:38][CH:37]=1. The yield is 0.830. The product is [Cl:1][C:2]1[CH:7]=[C:6]([Cl:8])[CH:5]=[CH:4][C:3]=1[C:9]1[N:10]=[C:11](/[CH:18]=[CH:19]/[C:20]2[CH:25]=[CH:24][C:23]([C:26]3[CH:27]=[CH:28][C:29]([O:32][CH3:33])=[CH:30][CH:31]=3)=[CH:22][CH:21]=2)[N:12]([CH2:14][C:15]([NH:42][CH2:41][CH2:40][C:39]2[CH:43]=[CH:44][C:36]([O:35][CH3:34])=[CH:37][CH:38]=2)=[O:16])[CH:13]=1. (2) The reactants are [H-].[Na+].[CH3:3][CH:4]([C:9]([O:11][CH3:12])=[O:10])[C:5]([O:7][CH3:8])=[O:6].C1C=CC(S(N(S(C2C=CC=CC=2)(=O)=O)[F:23])(=O)=O)=CC=1. The catalyst is C1COCC1. The product is [F:23][C:4]([CH3:3])([C:9]([O:11][CH3:12])=[O:10])[C:5]([O:7][CH3:8])=[O:6]. The yield is 0.530. (3) The reactants are [CH2:1]([N:3]([CH2:27][C:28]1[CH:33]=[CH:32][C:31]([C:34]([F:37])([F:36])[F:35])=[CH:30][CH:29]=1)[C:4](=[O:26])[CH2:5][O:6][C:7]1[CH:12]=[CH:11][C:10]([CH2:13][CH2:14][S:15][C:16]2[CH:25]=[CH:24][CH:23]=[CH:22][C:17]=2[C:18]([O:20]C)=[O:19])=[CH:9][CH:8]=1)[CH3:2].[OH-].[Li+]. The catalyst is C(#N)C.O. The product is [CH2:1]([N:3]([CH2:27][C:28]1[CH:29]=[CH:30][C:31]([C:34]([F:36])([F:35])[F:37])=[CH:32][CH:33]=1)[C:4](=[O:26])[CH2:5][O:6][C:7]1[CH:8]=[CH:9][C:10]([CH2:13][CH2:14][S:15][C:16]2[CH:25]=[CH:24][CH:23]=[CH:22][C:17]=2[C:18]([OH:20])=[O:19])=[CH:11][CH:12]=1)[CH3:2]. The yield is 0.930. (4) The reactants are [Si:1]([O:18][CH2:19][C:20]1[CH:21]=[C:22]([CH:25]=[O:26])[S:23][CH:24]=1)([C:14]([CH3:17])([CH3:16])[CH3:15])([C:8]1[CH:13]=[CH:12][CH:11]=[CH:10][CH:9]=1)[C:2]1[CH:7]=[CH:6][CH:5]=[CH:4][CH:3]=1.[BH4-].[Na+]. The catalyst is CO. The product is [Si:1]([O:18][CH2:19][C:20]1[CH:21]=[C:22]([CH2:25][OH:26])[S:23][CH:24]=1)([C:14]([CH3:15])([CH3:16])[CH3:17])([C:8]1[CH:13]=[CH:12][CH:11]=[CH:10][CH:9]=1)[C:2]1[CH:7]=[CH:6][CH:5]=[CH:4][CH:3]=1. The yield is 0.980. (5) The reactants are [CH3:1][O:2][C:3]([C:5]1[C:14]2[C:9](=[CH:10][CH:11]=[CH:12][CH:13]=2)[N:8]=[C:7]([C:15]2[CH:20]=[CH:19][CH:18]=[CH:17][CH:16]=2)[C:6]=1[CH2:21]Br)=[O:4].[N:23]1([CH:29]2[CH2:34][CH2:33][NH:32][CH2:31][CH2:30]2)[CH2:28][CH2:27][CH2:26][CH2:25][CH2:24]1.C(N(C(C)C)CC)(C)C. The catalyst is C1COCC1. The product is [CH3:1][O:2][C:3]([C:5]1[C:14]2[C:9](=[CH:10][CH:11]=[CH:12][CH:13]=2)[N:8]=[C:7]([C:15]2[CH:20]=[CH:19][CH:18]=[CH:17][CH:16]=2)[C:6]=1[CH2:21][N:32]1[CH2:33][CH2:34][CH:29]([N:23]2[CH2:28][CH2:27][CH2:26][CH2:25][CH2:24]2)[CH2:30][CH2:31]1)=[O:4]. The yield is 0.560.